From a dataset of Forward reaction prediction with 1.9M reactions from USPTO patents (1976-2016). Predict the product of the given reaction. (1) Given the reactants F[C:2]1[CH:7]=[C:6]([OH:8])[CH:5]=[CH:4][C:3]=1[C:9](=O)[CH:10]([CH3:12])[CH3:11].C([O-])(=O)C.[Na+].Cl.Cl.[CH2:21]([NH:28][NH2:29])[C:22]1[CH:27]=[CH:26][CH:25]=[CH:24][CH:23]=1.O, predict the reaction product. The product is: [CH2:21]([N:28]1[C:2]2[C:3](=[CH:4][CH:5]=[C:6]([OH:8])[CH:7]=2)[C:9]([CH:10]([CH3:12])[CH3:11])=[N:29]1)[C:22]1[CH:27]=[CH:26][CH:25]=[CH:24][CH:23]=1. (2) Given the reactants [Cl:1][C:2]1[CH:7]=[C:6]([NH2:8])[C:5]([I:9])=[CH:4][N:3]=1.C=O.[CH3:12][C:13](O)=O.C(O[BH-](OC(=O)C)OC(=O)C)(=O)C.[Na+], predict the reaction product. The product is: [Cl:1][C:2]1[CH:7]=[C:6]([NH:8][CH2:12][CH3:13])[C:5]([I:9])=[CH:4][N:3]=1. (3) Given the reactants [C:1]1(=[O:10])[NH:6][CH2:5][CH2:4][N:3]2[CH2:7][CH2:8][CH2:9][CH:2]12.Br[C:12]1[CH:13]=[CH:14][C:15]([N+:18]([O-:20])=[O:19])=[N:16][CH:17]=1, predict the reaction product. The product is: [N+:18]([C:15]1[N:16]=[CH:17][C:12]([N:6]2[CH2:5][CH2:4][N:3]3[CH2:7][CH2:8][CH2:9][CH:2]3[C:1]2=[O:10])=[CH:13][CH:14]=1)([O-:20])=[O:19].